Dataset: Forward reaction prediction with 1.9M reactions from USPTO patents (1976-2016). Task: Predict the product of the given reaction. The product is: [CH3:17][N:18]([CH3:33])[CH2:19][CH2:20][N:21]([CH3:32])[C:22]1[S:23][C:24]2[CH:30]=[C:29]([NH:31][C:8]([C:6]3[CH:5]=[CH:4][C:3]([C:11]4[CH:16]=[CH:15][CH:14]=[CH:13][CH:12]=4)=[C:2]([CH3:1])[CH:7]=3)=[O:10])[CH:28]=[CH:27][C:25]=2[N:26]=1. Given the reactants [CH3:1][C:2]1[CH:7]=[C:6]([C:8]([OH:10])=O)[CH:5]=[CH:4][C:3]=1[C:11]1[CH:16]=[CH:15][CH:14]=[CH:13][CH:12]=1.[CH3:17][N:18]([CH3:33])[CH2:19][CH2:20][N:21]([CH3:32])[C:22]1[S:23][C:24]2[CH:30]=[C:29]([NH2:31])[CH:28]=[CH:27][C:25]=2[N:26]=1, predict the reaction product.